From a dataset of NCI-60 drug combinations with 297,098 pairs across 59 cell lines. Regression. Given two drug SMILES strings and cell line genomic features, predict the synergy score measuring deviation from expected non-interaction effect. Drug 1: CN1C2=C(C=C(C=C2)N(CCCl)CCCl)N=C1CCCC(=O)O.Cl. Drug 2: CC(C)(C#N)C1=CC(=CC(=C1)CN2C=NC=N2)C(C)(C)C#N. Cell line: MALME-3M. Synergy scores: CSS=-0.124, Synergy_ZIP=0.175, Synergy_Bliss=-0.481, Synergy_Loewe=-1.87, Synergy_HSA=-1.22.